From a dataset of Full USPTO retrosynthesis dataset with 1.9M reactions from patents (1976-2016). Predict the reactants needed to synthesize the given product. (1) The reactants are: [C:1]1([CH2:7][C:8]([O:10][CH2:11][CH3:12])=[O:9])[CH:6]=[CH:5][CH:4]=[CH:3][CH:2]=1.[C:13](#[N:16])[CH:14]=[CH2:15]. Given the product [C:13]([CH2:14][CH2:15][CH:7]([C:1]1[CH:6]=[CH:5][CH:4]=[CH:3][CH:2]=1)[C:8]([O:10][CH2:11][CH3:12])=[O:9])#[N:16], predict the reactants needed to synthesize it. (2) Given the product [C:31]([C:21]1[CH:20]=[CH:19][C:18]([O:17][CH2:16][CH2:15][CH2:14][O:13][C:10]2[CH:9]=[CH:8][C:7]([CH2:6][C@H:5]([O:25][CH3:26])[C:4]([OH:3])=[O:27])=[CH:12][CH:11]=2)=[CH:23][CH:22]=1)([O:30][CH3:28])=[O:38], predict the reactants needed to synthesize it. The reactants are: C([O:3][C:4](=[O:27])[C@@H:5]([O:25][CH3:26])[CH2:6][C:7]1[CH:12]=[CH:11][C:10]([O:13][CH2:14][CH2:15][CH2:16][O:17][C:18]2[CH:23]=[CH:22][C:21](O)=[CH:20][CH:19]=2)=[CH:9][CH:8]=1)C.[CH2:28]([O:30][C:31](=[O:38])COS(C)(=O)=O)C. (3) Given the product [CH3:2][O:3][C:4](=[O:7])[CH2:5][NH:6][CH2:19][C:15]([NH:14][C:13]([O:12][C:8]([CH3:11])([CH3:10])[CH3:9])=[O:20])([CH3:16])[CH3:18], predict the reactants needed to synthesize it. The reactants are: Cl.[CH3:2][O:3][C:4](=[O:7])[CH2:5][NH2:6].[C:8]([O:12][C:13](=[O:20])[NH:14][C:15]([CH3:19])([CH3:18])[CH:16]=O)([CH3:11])([CH3:10])[CH3:9].[BH-](OC(C)=O)(OC(C)=O)OC(C)=O.[Na+].C([O-])(O)=O.[Na+]. (4) Given the product [C:2]1([S:8]([CH:14]2[CH2:15][CH2:16][CH2:17][C:12](=[O:18])[CH2:13]2)(=[O:10])=[O:9])[CH:7]=[CH:6][CH:5]=[CH:4][CH:3]=1, predict the reactants needed to synthesize it. The reactants are: [Na].[C:2]1([S:8](O)(=[O:10])=[O:9])[CH:7]=[CH:6][CH:5]=[CH:4][CH:3]=1.[C:12]1(=[O:18])[CH2:17][CH2:16][CH2:15][CH:14]=[CH:13]1.Cl. (5) Given the product [CH2:32]([N:19]([CH2:17][CH3:18])[CH2:20][CH2:21][NH:22][C:23]([C:25]1[NH:26][C:27]([CH:30]=[C:11]2[C:10]3[C:14](=[CH:15][C:7]([C:1]4[CH:2]=[CH:3][CH:4]=[CH:5][CH:6]=4)=[CH:8][CH:9]=3)[NH:13][C:12]2=[O:16])=[CH:28][CH:29]=1)=[O:24])[CH3:33], predict the reactants needed to synthesize it. The reactants are: [C:1]1([C:7]2[CH:15]=[C:14]3[C:10]([CH2:11][C:12](=[O:16])[NH:13]3)=[CH:9][CH:8]=2)[CH:6]=[CH:5][CH:4]=[CH:3][CH:2]=1.[CH2:17]([N:19]([CH2:32][CH3:33])[CH2:20][CH2:21][NH:22][C:23]([C:25]1[NH:26][C:27]([CH:30]=O)=[CH:28][CH:29]=1)=[O:24])[CH3:18]. (6) Given the product [Cl:59][C:54]1[CH:55]=[CH:56][CH:57]=[C:58]2[C:53]=1[N:52]=[C:51]([C:60]1[CH:65]=[CH:64][CH:63]=[CH:62][N:61]=1)[C:50]([CH3:66])=[C:49]2[NH:47][C:43]1[CH:44]=[N:45][CH:46]=[C:41]([N:38]2[CH2:39][CH2:40][O:35][CH2:36][CH2:37]2)[CH:42]=1, predict the reactants needed to synthesize it. The reactants are: C1(P(C2CCCCC2)C2C=CC=CC=2C2C(C(C)C)=CC(C(C)C)=CC=2C(C)C)CCCCC1.[O:35]1[CH2:40][CH2:39][N:38]([C:41]2[CH:42]=[C:43]([NH2:47])[CH:44]=[N:45][CH:46]=2)[CH2:37][CH2:36]1.Cl[C:49]1[C:58]2[C:53](=[C:54]([Cl:59])[CH:55]=[CH:56][CH:57]=2)[N:52]=[C:51]([C:60]2[CH:65]=[CH:64][CH:63]=[CH:62][N:61]=2)[C:50]=1[CH3:66].CC(C)([O-])C.[Na+]. (7) Given the product [Br:37][C:28]1[C:27]2[O:38][CH:24]([CH2:25][OH:4])[CH2:23][C:26]=2[CH:31]=[C:30]([CH:32]2[CH2:33][CH2:34][CH2:35][CH2:36]2)[CH:29]=1, predict the reactants needed to synthesize it. The reactants are: C([O:4]CC=C)C=C.C(C1C(C(F)(F)F)=CC=C(Cl)C=1O)C=C.[CH2:23]([C:26]1[CH:31]=[C:30]([CH:32]2[CH2:36][CH2:35][CH2:34][CH2:33]2)[CH:29]=[C:28]([Br:37])[C:27]=1[OH:38])[CH:24]=[CH2:25].ClC1C=C(C=CC=1)C(OO)=O.C(=O)([O-])[O-].[K+].[K+].ClC1C2OC(CO)CC=2C(C(F)(F)F)=CC=1. (8) Given the product [C:42]1([C:24]2[C:25]([C:31]3[CH:32]=[CH:33][C:34]([C:37]4([NH2:41])[CH2:40][CH2:39][CH2:38]4)=[CH:35][CH:36]=3)=[N:26][C:27]3[C:22]([CH:23]=2)=[C:21]([O:9][CH2:8][CH2:7][C:4]2[CH:5]=[CH:6][N:1]=[CH:2][CH:3]=2)[N:30]=[CH:29][CH:28]=3)[CH:47]=[CH:46][CH:45]=[CH:44][CH:43]=1, predict the reactants needed to synthesize it. The reactants are: [N:1]1[CH:6]=[CH:5][C:4]([CH2:7][CH2:8][OH:9])=[CH:3][CH:2]=1.C[Si]([N-][Si](C)(C)C)(C)C.[Na+].Cl[C:21]1[N:30]=[CH:29][CH:28]=[C:27]2[C:22]=1[CH:23]=[C:24]([C:42]1[CH:47]=[CH:46][CH:45]=[CH:44][CH:43]=1)[C:25]([C:31]1[CH:36]=[CH:35][C:34]([C:37]3([NH2:41])[CH2:40][CH2:39][CH2:38]3)=[CH:33][CH:32]=1)=[N:26]2.C(=O)(O)[O-].[Na+]. (9) Given the product [C:18]([C:4]1[C:3]([C:25]2[CH:30]=[CH:29][CH:28]=[C:27]([C:31]#[N:32])[CH:26]=2)=[C:2]([Cl:1])[N:6]2[CH2:7][CH2:8][N:9]([C:11]([O:13][C:14]([CH3:17])([CH3:16])[CH3:15])=[O:12])[CH2:10][C:5]=12)(=[O:19])[NH2:20], predict the reactants needed to synthesize it. The reactants are: [Cl:1][C:2]1[N:6]2[CH2:7][CH2:8][N:9]([C:11]([O:13][C:14]([CH3:17])([CH3:16])[CH3:15])=[O:12])[CH2:10][C:5]2=[C:4]([C:18]([N:20]2C=CN=C2)=[O:19])[C:3]=1[C:25]1[CH:30]=[CH:29][CH:28]=[C:27]([C:31]#[N:32])[CH:26]=1.N.O.